This data is from Catalyst prediction with 721,799 reactions and 888 catalyst types from USPTO. The task is: Predict which catalyst facilitates the given reaction. (1) Reactant: C[O:2][C:3]([C:5]1([CH:11]=[N:12][O:13][CH2:14][C:15]2[CH:20]=[CH:19][CH:18]=[CH:17][CH:16]=2)[CH2:10][CH2:9][CH2:8][CH2:7][CH2:6]1)=[O:4].[OH-].[Na+].Cl. Product: [CH2:14]([O:13][N:12]=[CH:11][C:5]1([C:3]([OH:4])=[O:2])[CH2:10][CH2:9][CH2:8][CH2:7][CH2:6]1)[C:15]1[CH:20]=[CH:19][CH:18]=[CH:17][CH:16]=1. The catalyst class is: 87. (2) Reactant: [CH:1]([N:4]([C:20]([C@H:22]1[CH2:27][CH2:26][C@H:25]([CH3:28])[CH2:24][CH2:23]1)=[O:21])[C:5]1[S:6][C:7]([CH:14]2[CH2:19][CH2:18][NH:17][CH2:16][CH2:15]2)=[CH:8][C:9]=1[C:10]([O:12][CH3:13])=[O:11])([CH3:3])[CH3:2].C(N(CC)CC)C.[CH3:36][S:37](Cl)(=[O:39])=[O:38].C(#N)C.O. Product: [CH:1]([N:4]([C:20]([C@H:22]1[CH2:27][CH2:26][C@H:25]([CH3:28])[CH2:24][CH2:23]1)=[O:21])[C:5]1[S:6][C:7]([CH:14]2[CH2:19][CH2:18][N:17]([S:37]([CH3:36])(=[O:39])=[O:38])[CH2:16][CH2:15]2)=[CH:8][C:9]=1[C:10]([O:12][CH3:13])=[O:11])([CH3:3])[CH3:2]. The catalyst class is: 3. (3) Reactant: [CH3:1][O:2][C:3]1[CH:8]=[CH:7][C:6](B(O)O)=[CH:5][CH:4]=1.C([O-])([O-])=O.[Cs+].[Cs+].[Br:18][C:19]1[CH:20]=[N:21][C:22]([O:25]N2C3=NC=CC=C3N=N2)=[N:23][CH:24]=1. Product: [Br:18][C:19]1[CH:24]=[N:23][C:22]([O:25][C:6]2[CH:7]=[CH:8][C:3]([O:2][CH3:1])=[CH:4][CH:5]=2)=[N:21][CH:20]=1. The catalyst class is: 57. (4) Reactant: F[C:2]1[CH:12]=[CH:11][C:5]([C:6]([O:8][CH2:9][CH3:10])=[O:7])=[CH:4][CH:3]=1.[CH3:13][N:14]([CH3:18])[CH2:15][CH2:16][NH2:17].C(=O)([O-])[O-].[K+].[K+].C(OCC)(=O)C. Product: [CH3:13][N:14]([CH3:18])[CH2:15][CH2:16][NH:17][C:2]1[CH:12]=[CH:11][C:5]([C:6]([O:8][CH2:9][CH3:10])=[O:7])=[CH:4][CH:3]=1. The catalyst class is: 58. (5) Reactant: [Cl:1][C:2]1[N:10]=[C:9]([CH3:11])[CH:8]=[CH:7][C:3]=1[C:4](Cl)=[O:5].[CH3:12][C:13]1[CH:14]=[C:15]([CH:25]=[CH:26][CH:27]=1)[O:16][C:17]1[CH:24]=[CH:23][C:20]([CH2:21][NH2:22])=[CH:19][CH:18]=1.C(N(CC)CC)C. Product: [CH3:12][C:13]1[CH:14]=[C:15]([CH:25]=[CH:26][CH:27]=1)[O:16][C:17]1[CH:24]=[CH:23][C:20]([CH2:21][NH:22][C:4](=[O:5])[C:3]2[CH:7]=[CH:8][C:9]([CH3:11])=[N:10][C:2]=2[Cl:1])=[CH:19][CH:18]=1. The catalyst class is: 1.